This data is from Full USPTO retrosynthesis dataset with 1.9M reactions from patents (1976-2016). The task is: Predict the reactants needed to synthesize the given product. (1) The reactants are: [ClH:1].[F:2][C:3]1[CH:4]=[C:5]([C@H:10]([NH2:24])[CH2:11][CH2:12][CH:13]2[C:18](=[O:19])[N:17]([CH2:20][CH3:21])[C:16](=[O:22])[NH:15][C:14]2=O)[CH:6]=[CH:7][C:8]=1[F:9]. Given the product [NH2:24][C@@H:10]([C:5]1[CH:6]=[CH:7][C:8]([F:9])=[C:3]([F:2])[CH:4]=1)[CH2:11][CH2:12][C:13]1[C:18](=[O:19])[N:17]([CH2:20][CH3:21])[C:16](=[O:22])[NH:15][C:14]=1[Cl:1], predict the reactants needed to synthesize it. (2) Given the product [CH:1]1([C:4]([NH:12][C:13]([C:15]2[CH:20]=[C:19]([O:21][CH2:22][C:23]([F:26])([F:25])[F:24])[C:18]([N:84]3[CH2:85][C:82]([F:86])([F:81])[CH2:83]3)=[CH:17][N:16]=2)=[O:14])([C:6]2[N:10]=[C:9]([CH3:11])[O:8][N:7]=2)[CH3:5])[CH2:3][CH2:2]1, predict the reactants needed to synthesize it. The reactants are: [CH:1]1([C:4]([NH:12][C:13]([C:15]2[CH:20]=[C:19]([O:21][CH2:22][C:23]([F:26])([F:25])[F:24])[C:18](Br)=[CH:17][N:16]=2)=[O:14])([C:6]2[N:10]=[C:9]([CH3:11])[O:8][N:7]=2)[CH3:5])[CH2:3][CH2:2]1.C1C=CC(P(C2C(C3C(P(C4C=CC=CC=4)C4C=CC=CC=4)=CC=C4C=3C=CC=C4)=C3C(C=CC=C3)=CC=2)C2C=CC=CC=2)=CC=1.C(=O)([O-])[O-].[Cs+].[Cs+].Cl.[F:81][C:82]1([F:86])[CH2:85][NH:84][CH2:83]1. (3) Given the product [Cl:42][C:43]1[CH:48]=[C:47]([F:49])[CH:46]=[CH:45][C:44]=1[CH2:50][NH:51][C:8](=[O:10])[CH2:7][C:6]1[C:2]([CH3:1])=[N:3][O:4][C:5]=1[CH3:11], predict the reactants needed to synthesize it. The reactants are: [CH3:1][C:2]1[C:6]([CH2:7][C:8]([OH:10])=O)=[C:5]([CH3:11])[O:4][N:3]=1.CCN=C=NCCCN(C)C.Cl.ON1C2C=CC=CC=2N=N1.C(N1CCOCC1)C.[Cl:42][C:43]1[CH:48]=[C:47]([F:49])[CH:46]=[CH:45][C:44]=1[CH2:50][NH2:51]. (4) Given the product [CH3:20][O:19][C:16]1[CH:17]=[C:18]2[C:13](=[CH:14][C:15]=1[O:21][CH3:22])[N:12]=[CH:11][CH:10]=[C:9]2[O:8][C:7]1[C:2]([C:30]2[CH:29]=[CH:28][CH:27]=[C:26]([O:25][CH3:24])[CH:31]=2)=[N:3][C:4]([CH3:23])=[CH:5][CH:6]=1, predict the reactants needed to synthesize it. The reactants are: I[C:2]1[C:7]([O:8][C:9]2[C:18]3[C:13](=[CH:14][C:15]([O:21][CH3:22])=[C:16]([O:19][CH3:20])[CH:17]=3)[N:12]=[CH:11][CH:10]=2)=[CH:6][CH:5]=[C:4]([CH3:23])[N:3]=1.[CH3:24][O:25][C:26]1[CH:27]=[C:28](B(O)O)[CH:29]=[CH:30][CH:31]=1.C(=O)([O-])O.[Na+].